From a dataset of Reaction yield outcomes from USPTO patents with 853,638 reactions. Predict the reaction yield, written as a fraction of the theoretical maximum amount of product (1.0 means a 100% yield; for example, 0.34 means a 34% yield). (1) The reactants are Br[C:2]1[N:9]=[CH:8][CH:7]=[C:6]([Cl:10])[C:3]=1[CH:4]=[O:5].[C:11]12[CH2:23][CH2:22][CH2:21][CH2:20][C:19]=1[S:18][C:17]1[C:16](=[O:24])[NH:15][N:14]=[CH:13][C:12]2=1.C([O-])([O-])=O.[K+].[K+].COC1C2C(=C3C(=CC=2)C(OC)=CC=N3)N=CC=1. The catalyst is O1CCOCC1.[Cu]I. The product is [Cl:10][C:6]1[CH:7]=[CH:8][N:9]=[C:2]([N:15]2[C:16](=[O:24])[C:17]3[S:18][C:19]4[CH2:20][CH2:21][CH2:22][CH2:23][C:11]=4[C:12]=3[CH:13]=[N:14]2)[C:3]=1[CH:4]=[O:5]. The yield is 0.340. (2) The reactants are [CH3:1][C:2]1[S:3][C:4]([C:7]2[N:12]=[C:11]([C:13]3[CH:14]=[N:15][N:16](COCC[Si](C)(C)C)[CH:17]=3)[N:10]3[CH:26]=[CH:27][N:28]=[C:9]3[CH:8]=2)=[CH:5][N:6]=1.C(O)(C(F)(F)F)=O. The catalyst is C(Cl)Cl. The product is [NH:15]1[CH:14]=[C:13]([C:11]2[N:10]3[CH:26]=[CH:27][N:28]=[C:9]3[CH:8]=[C:7]([C:4]3[S:3][C:2]([CH3:1])=[N:6][CH:5]=3)[N:12]=2)[CH:17]=[N:16]1. The yield is 0.649. (3) The reactants are [Br:1][C:2]1[CH:3]=[C:4]2[CH:10]=[CH:9][NH:8][C:5]2=[N:6][CH:7]=1.[H-].[Na+].[CH3:13][S:14](Cl)(=[O:16])=[O:15].O. The catalyst is C1COCC1. The product is [Br:1][C:2]1[CH:3]=[C:4]2[CH:10]=[CH:9][N:8]([S:14]([CH3:13])(=[O:16])=[O:15])[C:5]2=[N:6][CH:7]=1. The yield is 0.930. (4) The reactants are C(=O)(O)[O-].[Na+].O.[OH:7][CH:8]1[CH2:13][CH2:12][NH:11][CH2:10][CH2:9]1.[N:14]#[C:15]Br. The catalyst is C(Cl)Cl. The product is [C:15]([N:11]1[CH2:12][CH2:13][CH:8]([OH:7])[CH2:9][CH2:10]1)#[N:14]. The yield is 0.910. (5) The reactants are [C:1]([CH:4]([CH2:9][C:10]([O:12][CH3:13])=[O:11])[C:5]([O:7]C)=O)(=O)[CH3:2].[NH2:14][C:15]1[CH:19]=[C:18]([C:20]2[CH:25]=[CH:24][CH:23]=[CH:22][CH:21]=2)[NH:17][N:16]=1. The catalyst is C1(C)C=CC=CC=1. The product is [OH:7][C:5]1[N:16]2[N:17]=[C:18]([C:20]3[CH:25]=[CH:24][CH:23]=[CH:22][CH:21]=3)[CH:19]=[C:15]2[N:14]=[C:1]([CH3:2])[C:4]=1[CH2:9][C:10]([O:12][CH3:13])=[O:11]. The yield is 0.950. (6) The reactants are [CH3:1][C:2]1[CH:7]=[CH:6][CH:5]=[C:4]([C:8]2[CH:13]=[CH:12][CH:11]=[CH:10][CH:9]=2)[C:3]=1[C:14]([O:16][C:17]([CH3:20])([CH3:19])[CH3:18])=[O:15].CC(N=NC(C#N)(C)C)(C#N)C.[Br:33]N1C(=O)CCC1=O. The catalyst is C(Cl)(Cl)(Cl)Cl. The product is [Br:33][CH2:1][C:2]1[CH:7]=[CH:6][CH:5]=[C:4]([C:8]2[CH:13]=[CH:12][CH:11]=[CH:10][CH:9]=2)[C:3]=1[C:14]([O:16][C:17]([CH3:20])([CH3:19])[CH3:18])=[O:15]. The yield is 0.910.